Dataset: Forward reaction prediction with 1.9M reactions from USPTO patents (1976-2016). Task: Predict the product of the given reaction. (1) Given the reactants N1C=CC=CC=1.F.[CH3:8][O:9][C:10]([CH:12]1[CH:16]([C@@H:17]([CH3:27])[CH2:18][O:19][Si](C(C)(C)C)(C)C)[CH2:15][N:14]([C:28]([O:30][CH2:31][C:32]2[CH:37]=[CH:36][CH:35]=[CH:34][CH:33]=2)=[O:29])[CH2:13]1)=[O:11], predict the reaction product. The product is: [CH3:8][O:9][C:10]([CH:12]1[CH:16]([C@@H:17]([CH3:27])[CH2:18][OH:19])[CH2:15][N:14]([C:28]([O:30][CH2:31][C:32]2[CH:37]=[CH:36][CH:35]=[CH:34][CH:33]=2)=[O:29])[CH2:13]1)=[O:11]. (2) Given the reactants [Cl:1][C:2]1[CH:10]=[C:9]([Cl:11])[CH:8]=[C:7]([F:12])[C:3]=1[C:4]([OH:6])=O.[NH2:13][C:14]1[CH:15]=[C:16]([S:20]([NH2:23])(=[O:22])=[O:21])[CH:17]=[CH:18][CH:19]=1.CN(C(ON1N=NC2C=CC=NC1=2)=[N+](C)C)C.F[P-](F)(F)(F)(F)F.CN1CCOCC1.Cl, predict the reaction product. The product is: [Cl:1][C:2]1[CH:10]=[C:9]([Cl:11])[CH:8]=[C:7]([F:12])[C:3]=1[C:4]([NH:13][C:14]1[CH:19]=[CH:18][CH:17]=[C:16]([S:20](=[O:22])(=[O:21])[NH2:23])[CH:15]=1)=[O:6].